From a dataset of Full USPTO retrosynthesis dataset with 1.9M reactions from patents (1976-2016). Predict the reactants needed to synthesize the given product. The reactants are: Cl[C:2]1[CH:11]=[CH:10][C:9]2[C:4](=[CH:5][C:6]([C:16]([F:19])([F:18])[F:17])=[CH:7][C:8]=2[C:12]([F:15])([F:14])[F:13])[N:3]=1.[CH3:20][O:21][C:22]1[CH:29]=[CH:28][C:25]([CH2:26][NH2:27])=[CH:24][CH:23]=1.CCN(C(C)C)C(C)C. Given the product [CH3:20][O:21][C:22]1[CH:29]=[CH:28][C:25]([CH2:26][NH:27][C:2]2[CH:11]=[CH:10][C:9]3[C:4](=[CH:5][C:6]([C:16]([F:19])([F:18])[F:17])=[CH:7][C:8]=3[C:12]([F:15])([F:14])[F:13])[N:3]=2)=[CH:24][CH:23]=1, predict the reactants needed to synthesize it.